Dataset: Full USPTO retrosynthesis dataset with 1.9M reactions from patents (1976-2016). Task: Predict the reactants needed to synthesize the given product. (1) Given the product [Br:2][C:3]1[CH:8]=[CH:7][C:6]([S:9]([CH:12]2[CH2:15][CH2:14][CH2:13]2)(=[O:11])=[O:10])=[CH:5][C:4]=1[O:18][CH3:17], predict the reactants needed to synthesize it. The reactants are: [Na].[Br:2][C:3]1[CH:8]=[CH:7][C:6]([S:9]([CH:12]2[CH2:15][CH2:14][CH2:13]2)(=[O:11])=[O:10])=[CH:5][C:4]=1F.[C:17](=O)(O)[O-:18].[Na+]. (2) Given the product [NH2:8][C:6]1[N:5]=[C:4]2[C:3]([NH:21][C:23](=[O:25])[N:9]2[CH2:10][C:11]2[CH:12]=[N:13][C:14]([CH3:20])=[C:15]([O:18][CH3:19])[C:16]=2[CH3:17])=[C:2]([Cl:1])[N:7]=1, predict the reactants needed to synthesize it. The reactants are: [Cl:1][C:2]1[N:7]=[C:6]([NH2:8])[N:5]=[C:4]([NH:9][CH2:10][C:11]2[CH:12]=[N:13][C:14]([CH3:20])=[C:15]([O:18][CH3:19])[C:16]=2[CH3:17])[C:3]=1[NH2:21].Cl[C:23](Cl)([O:25]C(=O)OC(Cl)(Cl)Cl)Cl. (3) Given the product [C:34]1([C:38]2[CH:37]=[CH:36][C:35]([C:6]3[CH:7]=[CH:8][CH:9]=[CH:10][C:11]=3[NH:40][C:41](=[O:51])[CH2:42][CH2:43][CH2:44][CH2:45][CH2:46][CH2:47][CH2:48][CH2:49][CH3:50])=[CH:34][CH:39]=2)[CH:39]=[CH:38][CH:37]=[CH:36][C:35]=1[NH:40][C:41](=[O:51])[CH2:42][CH2:43][CH2:44][CH2:45][CH2:46][CH2:47][CH2:48][CH2:49][CH3:50], predict the reactants needed to synthesize it. The reactants are: C([Sn](CCCC)(CCCC)[C:6]1[CH:11]=[CH:10][C:9]([Sn](CCCC)(CCCC)CCCC)=[CH:8][CH:7]=1)CCC.Br[C:34]1[CH:39]=[CH:38][CH:37]=[CH:36][C:35]=1[NH:40][C:41](=[O:51])[CH2:42][CH2:43][CH2:44][CH2:45][CH2:46][CH2:47][CH2:48][CH2:49][CH3:50]. (4) Given the product [CH:24]([NH:1][CH2:2][C@@H:3]1[C@H:7]2[O:8][C:9]([CH3:12])([CH3:11])[O:10][C@H:6]2[C@H:5]([N:13]2[CH:21]=[N:20][C:19]3[C:14]2=[N:15][CH:16]=[N:17][C:18]=3[NH2:22])[O:4]1)([CH3:26])[CH3:23], predict the reactants needed to synthesize it. The reactants are: [NH2:1][CH2:2][C@@H:3]1[C@H:7]2[O:8][C:9]([CH3:12])([CH3:11])[O:10][C@H:6]2[C@H:5]([N:13]2[CH:21]=[N:20][C:19]3[C:14]2=[N:15][CH:16]=[N:17][C:18]=3[NH2:22])[O:4]1.[CH3:23][C:24]([CH3:26])=O. (5) The reactants are: [Br:1][C:2]1[CH:7]=[CH:6][N+:5]([O-])=[C:4]([CH3:9])[C:3]=1[CH3:10].S(OC)(OC)(=O)=O.[C-:18]#[N:19].[K+]. Given the product [Br:1][C:2]1[C:3]([CH3:10])=[C:4]([CH3:9])[N:5]=[C:6]([C:18]#[N:19])[CH:7]=1, predict the reactants needed to synthesize it. (6) Given the product [C:22]([O:27][CH:28]1[CH2:21][CH2:20][N:17]([C:15]([O:5][C:1]([CH3:2])([CH3:3])[CH3:4])=[O:33])[CH2:18][CH2:19]1)(=[O:26])[C:23]([CH3:25])=[CH2:24], predict the reactants needed to synthesize it. The reactants are: [C:1]([O:5]N1CCC(O)CC1=C=O)([CH3:4])([CH3:3])[CH3:2].[CH2:15]([N:17]([CH2:20][CH3:21])[CH2:18][CH3:19])C.[C:22]([O:27][C:28](=O)C(C)=C)(=[O:26])[C:23]([CH3:25])=[CH2:24].[OH2:33]. (7) Given the product [Cl:16][C:17]1[CH:26]=[CH:25][C:20]([C:21]([O:23][CH3:24])=[O:22])=[CH:19][C:18]=1[O:27][C:8]1[CH:15]=[CH:14][CH:13]=[CH:12][C:9]=1[CH:10]=[O:11], predict the reactants needed to synthesize it. The reactants are: C(=O)([O-])[O-].[K+].[K+].F[C:8]1[CH:15]=[CH:14][CH:13]=[CH:12][C:9]=1[CH:10]=[O:11].[Cl:16][C:17]1[CH:26]=[CH:25][C:20]([C:21]([O:23][CH3:24])=[O:22])=[CH:19][C:18]=1[OH:27].O. (8) Given the product [N:4]([C:5]1[CH:6]=[CH:7][C:8]([CH2:11][C:12]([OH:14])=[O:13])=[CH:9][CH:10]=1)=[C:1]=[S:3], predict the reactants needed to synthesize it. The reactants are: [C:1](=[S:3])=S.[NH2:4][C:5]1[CH:10]=[CH:9][C:8]([CH2:11][C:12]([OH:14])=[O:13])=[CH:7][CH:6]=1.C(N(CC)CC)C.II.Cl.S([O-])([O-])=O.[Na+].[Na+]. (9) Given the product [CH2:1]([N:7]1[C:22]2[C:24]([C:26](=[O:27])[NH:18][C:19](=[O:20])[N:21]=2)=[N:16][C:9]2[CH:10]=[C:11]([CH3:15])[C:12]([CH3:14])=[CH:13][C:8]1=2)[CH2:2][CH2:3][CH2:4][CH2:5][CH3:6], predict the reactants needed to synthesize it. The reactants are: [CH2:1]([NH:7][C:8]1[C:9]([NH2:16])=[CH:10][C:11]([CH3:15])=[C:12]([CH3:14])[CH:13]=1)[CH2:2][CH2:3][CH2:4][CH2:5][CH3:6].O.[NH:18]1[C:26](=[O:27])[C:24](=O)[C:22](=O)[NH:21][C:19]1=[O:20].B(O)(O)O. (10) Given the product [Cl:32][C:27]1[CH:28]=[CH:29][CH:30]=[CH:31][C:26]=1[O:25][CH2:24][CH2:23][NH:22][C:19]1[CH:20]=[CH:21][C:16]([O:15][C:6]2[C:5]3[C:10](=[CH:11][C:12]([O:13][CH3:14])=[C:3]([O:2][CH3:1])[CH:4]=3)[N:9]=[CH:8][CH:7]=2)=[C:17]([CH3:34])[CH:18]=1, predict the reactants needed to synthesize it. The reactants are: [CH3:1][O:2][C:3]1[CH:4]=[C:5]2[C:10](=[CH:11][C:12]=1[O:13][CH3:14])[N:9]=[CH:8][CH:7]=[C:6]2[O:15][C:16]1[CH:21]=[CH:20][C:19]([NH:22][C:23](=O)[CH2:24][O:25][C:26]2[CH:31]=[CH:30][CH:29]=[CH:28][C:27]=2[Cl:32])=[CH:18][C:17]=1[CH3:34].Cl.[OH-].[Na+].